Dataset: Full USPTO retrosynthesis dataset with 1.9M reactions from patents (1976-2016). Task: Predict the reactants needed to synthesize the given product. (1) Given the product [C:1]([O:5][C:6]([N:8]1[CH2:17][CH2:16][C:15]2[C:10](=[CH:11][C:12]([O:18][CH3:19])=[CH:13][CH:14]=2)[CH2:9]1)=[O:7])([CH3:4])([CH3:2])[CH3:3], predict the reactants needed to synthesize it. The reactants are: [C:1]([O:5][C:6]([N:8]1[CH2:17][CH2:16][C:15]2[C:10](=[CH:11][C:12]([OH:18])=[CH:13][CH:14]=2)[CH2:9]1)=[O:7])([CH3:4])([CH3:3])[CH3:2].[C:19](=O)([O-])[O-].[K+].[K+].CI.O. (2) Given the product [Br:1][C:2]1[CH:3]=[CH:4][C:5]([Cl:19])=[C:6]([C:8]([C:10]2[CH:11]=[C:12]([F:18])[C:13]([O:17][CH3:22])=[C:14]([F:16])[CH:15]=2)=[O:9])[CH:7]=1, predict the reactants needed to synthesize it. The reactants are: [Br:1][C:2]1[CH:3]=[CH:4][C:5]([Cl:19])=[C:6]([C:8]([C:10]2[CH:15]=[C:14]([F:16])[C:13]([OH:17])=[C:12]([F:18])[CH:11]=2)=[O:9])[CH:7]=1.IC.[C:22](=O)([O-])[O-].[K+].[K+]. (3) Given the product [C:1]([C:3]1[C:4]([N:18]2[CH2:23][CH2:22][N:21]([C:25]([NH:24][C@@H:27]3[CH2:29][C@@H:28]3[C:30]3[CH:35]=[CH:34][CH:33]=[CH:32][CH:31]=3)=[O:26])[CH2:20][CH2:19]2)=[N:5][C:6]([C:14]([F:15])([F:17])[F:16])=[C:7]([CH:13]=1)[C:8]([O:10][CH2:11][CH3:12])=[O:9])#[N:2], predict the reactants needed to synthesize it. The reactants are: [C:1]([C:3]1[C:4]([N:18]2[CH2:23][CH2:22][NH:21][CH2:20][CH2:19]2)=[N:5][C:6]([C:14]([F:17])([F:16])[F:15])=[C:7]([CH:13]=1)[C:8]([O:10][CH2:11][CH3:12])=[O:9])#[N:2].[N:24]([C@@H:27]1[CH2:29][C@@H:28]1[C:30]1[CH:35]=[CH:34][CH:33]=[CH:32][CH:31]=1)=[C:25]=[O:26]. (4) The reactants are: [CH2:1]([O:8][C:9]1[CH:10]=[C:11]([C:19]2[N:24]=[CH:23][C:22]([CH:25]=[C:26]3[S:30][C:29](=[O:31])[NH:28][C:27]3=[O:32])=[CH:21][CH:20]=2)[CH:12]=[C:13]([N+:16]([O-])=O)[C:14]=1[OH:15])[C:2]1[CH:7]=[CH:6][CH:5]=[CH:4][CH:3]=1.[PH2]([O-])=O.[Na+]. Given the product [NH2:16][C:13]1[CH:12]=[C:11]([C:19]2[N:24]=[CH:23][C:22]([CH:25]=[C:26]3[S:30][C:29](=[O:31])[NH:28][C:27]3=[O:32])=[CH:21][CH:20]=2)[CH:10]=[C:9]([O:8][CH2:1][C:2]2[CH:3]=[CH:4][CH:5]=[CH:6][CH:7]=2)[C:14]=1[OH:15], predict the reactants needed to synthesize it. (5) The reactants are: [Cl-].[Al+3].[Cl-].[Cl-].[CH3:5][N:6]1[CH2:11][CH2:10][CH:9]([C:12](Cl)=[O:13])[CH2:8][CH2:7]1.[Cl:15][C:16]1[CH:21]=[CH:20][CH:19]=[CH:18][CH:17]=1. Given the product [Cl:15][C:16]1[CH:21]=[CH:20][C:19]([C:12]([CH:9]2[CH2:10][CH2:11][N:6]([CH3:5])[CH2:7][CH2:8]2)=[O:13])=[CH:18][CH:17]=1, predict the reactants needed to synthesize it. (6) The reactants are: [C:1]([NH:9][NH:10][C:11](=[O:16])[C:12]([F:15])([F:14])[F:13])(=[O:8])[C:2]1[CH:7]=[CH:6][CH:5]=[CH:4][CH:3]=1.[CH3:17][O:18]C1C=CC(C(NN)=O)=CC=1. Given the product [CH3:17][O:18][C:5]1[CH:4]=[CH:3][C:2]([C:1]([NH:9][NH:10][C:11](=[O:16])[C:12]([F:15])([F:13])[F:14])=[O:8])=[CH:7][CH:6]=1, predict the reactants needed to synthesize it. (7) Given the product [F:40][C:19]1[CH:18]=[CH:17][C:16]([NH:15][CH2:48][C:45]2[CH:44]=[CH:43][C:42]([F:41])=[CH:47][N:46]=2)=[CH:21][C:20]=1[C@:22]1([CH3:39])[CH2:30][C:26]2([CH2:29][CH2:28][CH2:27]2)[O:25][C:24]([NH:31][C:32](=[O:38])[O:33][C:34]([CH3:35])([CH3:36])[CH3:37])=[N:23]1, predict the reactants needed to synthesize it. The reactants are: C(O[BH-](OC(=O)C)OC(=O)C)(=O)C.[Na+].[NH2:15][C:16]1[CH:17]=[CH:18][C:19]([F:40])=[C:20]([C@:22]2([CH3:39])[CH2:30][C:26]3([CH2:29][CH2:28][CH2:27]3)[O:25][C:24]([NH:31][C:32](=[O:38])[O:33][C:34]([CH3:37])([CH3:36])[CH3:35])=[N:23]2)[CH:21]=1.[F:41][C:42]1[CH:43]=[CH:44][C:45]([CH:48]=O)=[N:46][CH:47]=1. (8) The reactants are: Cl.[Cl:2][C:3]1[CH:4]=[C:5]([CH:25]=[CH:26][C:27]=1[OH:28])[NH:6][C:7]1[C:16]2[C:11](=[CH:12][CH:13]=[CH:14][C:15]=2[O:17][CH:18]2[CH2:23][CH2:22][N:21]([CH3:24])[CH2:20][CH2:19]2)[N:10]=[CH:9][N:8]=1.Br[CH2:30][C:31]1[CH:35]=[N:34][S:33][N:32]=1. Given the product [Cl:2][C:3]1[CH:4]=[C:5]([CH:25]=[CH:26][C:27]=1[O:28][CH2:30][C:31]1[CH:35]=[N:34][S:33][N:32]=1)[NH:6][C:7]1[C:16]2[C:11](=[CH:12][CH:13]=[CH:14][C:15]=2[O:17][CH:18]2[CH2:23][CH2:22][N:21]([CH3:24])[CH2:20][CH2:19]2)[N:10]=[CH:9][N:8]=1, predict the reactants needed to synthesize it. (9) Given the product [NH2:1][C:4]1[CH:5]=[C:6]2[C:11](=[CH:12][CH:13]=1)[N:10]([CH2:14][C:15]1[CH:16]=[CH:17][CH:18]=[CH:19][CH:20]=1)[C:9](=[O:21])[CH:8]=[CH:7]2, predict the reactants needed to synthesize it. The reactants are: [N+:1]([C:4]1[CH:5]=[C:6]2[C:11](=[CH:12][CH:13]=1)[N:10]([CH2:14][C:15]1[CH:20]=[CH:19][CH:18]=[CH:17][CH:16]=1)[C:9](=[O:21])[CH:8]=[CH:7]2)([O-])=O.C(C1C=CC2C(=CC=C(N)C=2)N=1)#N.